This data is from Retrosynthesis with 50K atom-mapped reactions and 10 reaction types from USPTO. The task is: Predict the reactants needed to synthesize the given product. (1) Given the product CC(C)(C)OC(=O)N1CC=C(c2ccc(OC(F)(F)F)cc2)CC1, predict the reactants needed to synthesize it. The reactants are: CC(C)(C)OC(=O)N1CC=C(OS(=O)(=O)C(F)(F)F)CC1.OB(O)c1ccc(OC(F)(F)F)cc1. (2) Given the product CCSc1ccc(-c2[nH]c(-c3ccccc3)nc2-c2ccncc2)cc1C(=O)O, predict the reactants needed to synthesize it. The reactants are: CC[S-].O=C(O)c1cc(-c2[nH]c(-c3ccccc3)nc2-c2ccncc2)ccc1F. (3) Given the product CCOC(=O)Cc1ccc(C(F)(F)F)cc1, predict the reactants needed to synthesize it. The reactants are: CCOC(C)=O.O=C(O)Cc1ccc(C(F)(F)F)cc1.